From a dataset of Reaction yield outcomes from USPTO patents with 853,638 reactions. Predict the reaction yield, written as a fraction of the theoretical maximum amount of product (1.0 means a 100% yield; for example, 0.34 means a 34% yield). (1) The reactants are [CH3:1][CH2:2][O:3][C:4]([CH3:6])=[O:5].C[Si]([N-][Si](C)(C)C)(C)C.[Li+].[CH3:17][O:18][C:19]1[CH:24]=[CH:23][C:22]([CH2:25][C:26]([C:28]2[CH:33]=[CH:32][CH:31]=[CH:30][CH:29]=2)=[O:27])=[CH:21][CH:20]=1. The catalyst is C1COCC1. The product is [OH:27][C:26]([C:28]1[CH:33]=[CH:32][CH:31]=[CH:30][CH:29]=1)([CH2:25][C:22]1[CH:23]=[CH:24][C:19]([O:18][CH3:17])=[CH:20][CH:21]=1)[CH2:6][C:4]([O:3][CH2:2][CH3:1])=[O:5]. The yield is 0.960. (2) The reactants are [CH3:1][O:2][C:3](=[O:28])[C@@H:4]([NH:20][C:21]([O:23][C:24]([CH3:27])([CH3:26])[CH3:25])=[O:22])[CH2:5][N:6]([CH2:17][CH:18]=C)[C:7]([O:9][CH2:10][C:11]1[CH:16]=[CH:15][CH:14]=[CH:13][CH:12]=1)=[O:8].O=[O+][O-].C(Cl)Cl.[CH3:35][OH:36]. The catalyst is CO. The product is [CH3:1][O:2][C:3]([CH:4]1[CH2:5][N:6]([C:7]([O:9][CH2:10][C:11]2[CH:12]=[CH:13][CH:14]=[CH:15][CH:16]=2)=[O:8])[CH2:17][CH:18]([O:36][CH3:35])[N:20]1[C:21]([O:23][C:24]([CH3:27])([CH3:25])[CH3:26])=[O:22])=[O:28]. The yield is 0.530. (3) The reactants are Cl[C:2]1[C:11]2[C:6](=[CH:7][CH:8]=[CH:9][CH:10]=2)[CH:5]=[CH:4][N:3]=1.[Br:12][C:13]1[CH:14]=[C:15]([CH:20]=[CH:21][CH:22]=1)[C:16]([NH:18][NH2:19])=[O:17]. The catalyst is C1(C)C=CC(C)=CC=1. The product is [Br:12][C:13]1[CH:14]=[C:15]([CH:20]=[CH:21][CH:22]=1)[C:16]([N:18]([C:2]1[C:11]2[C:6](=[CH:7][CH:8]=[CH:9][CH:10]=2)[CH:5]=[CH:4][N:3]=1)[NH2:19])=[O:17]. The yield is 0.900. (4) The reactants are Br[C:2]1[CH:23]=[CH:22][C:5]([C:6]([NH:8][S:9]([C:12]2[CH:17]=[CH:16][CH:15]=[CH:14][C:13]=2[S:18](=[O:21])(=[O:20])[NH2:19])(=[O:11])=[O:10])=[O:7])=[CH:4][N:3]=1.[CH3:24][CH:25]([CH3:28])[C:26]#[CH:27]. No catalyst specified. The product is [CH3:24][CH:25]([CH3:28])[C:26]#[C:27][C:2]1[CH:23]=[CH:22][C:5]([C:6]([NH:8][S:9]([C:12]2[CH:17]=[CH:16][CH:15]=[CH:14][C:13]=2[S:18](=[O:21])(=[O:20])[NH2:19])(=[O:11])=[O:10])=[O:7])=[CH:4][N:3]=1. The yield is 0.400. (5) The reactants are S(O[CH:12]([C:14]1([C:20]([O:22][CH2:23][CH3:24])=[O:21])[CH2:19][O:18][CH2:17][O:16][CH2:15]1)[CH3:13])(C1C=CC(C)=CC=1)(=O)=O.C1CCN2C(=NCCC2)CC1. The catalyst is CCOCC. The product is [CH2:23]([O:22][C:20]([C:14]1([CH:12]=[CH2:13])[CH2:19][O:18][CH2:17][O:16][CH2:15]1)=[O:21])[CH3:24]. The yield is 0.330. (6) The reactants are Cl[C:2]1[C:3]2[CH:10]=[CH:9][N:8]([CH2:11][O:12][CH2:13][CH2:14][Si:15]([CH3:18])([CH3:17])[CH3:16])[C:4]=2[N:5]=[CH:6][N:7]=1.O1CCOCC1.C(OCN1C2N=CN=C([C:42]3[CH:43]=[N:44][N:45](C(OCC)C)[CH:46]=3)C=2C=C1)(=O)C(C)(C)C.C(=O)([O-])[O-].[K+].[K+]. The catalyst is O.C(OCC)(=O)C.C1C=CC([P]([Pd]([P](C2C=CC=CC=2)(C2C=CC=CC=2)C2C=CC=CC=2)([P](C2C=CC=CC=2)(C2C=CC=CC=2)C2C=CC=CC=2)[P](C2C=CC=CC=2)(C2C=CC=CC=2)C2C=CC=CC=2)(C2C=CC=CC=2)C2C=CC=CC=2)=CC=1.CCCCCCC.C(OCC)(=O)C. The product is [NH:44]1[CH:43]=[C:42]([C:2]2[C:3]3[CH:10]=[CH:9][N:8]([CH2:11][O:12][CH2:13][CH2:14][Si:15]([CH3:18])([CH3:17])[CH3:16])[C:4]=3[N:5]=[CH:6][N:7]=2)[CH:46]=[N:45]1. The yield is 0.640. (7) The reactants are [OH:1][C:2]1[CH:3]=[C:4]2[C:9](=[CH:10][CH:11]=1)[CH2:8][CH:7]([NH:12][C:13](=[O:15])[CH3:14])[CH2:6][CH2:5]2.C([O-])([O-])=O.[Cs+].[Cs+].Br[C:23]([CH3:32])([CH3:31])[C:24]([O:26][C:27]([CH3:30])([CH3:29])[CH3:28])=[O:25]. The catalyst is CN(C=O)C.CCOC(C)=O. The product is [C:27]([O:26][C:24](=[O:25])[C:23]([O:1][C:2]1[CH:11]=[CH:10][C:9]2[CH2:8][CH:7]([NH:12][C:13](=[O:15])[CH3:14])[CH2:6][CH2:5][C:4]=2[CH:3]=1)([CH3:32])[CH3:31])([CH3:30])([CH3:29])[CH3:28]. The yield is 0.690.